This data is from Reaction yield outcomes from USPTO patents with 853,638 reactions. The task is: Predict the reaction yield, written as a fraction of the theoretical maximum amount of product (1.0 means a 100% yield; for example, 0.34 means a 34% yield). (1) The reactants are [Si:1]([O:8]S(C(F)(F)F)(=O)=O)([C:4]([CH3:7])([CH3:6])[CH3:5])([CH3:3])[CH3:2].O[C@@H:17]1[N:23]([C:24]([O:26][CH2:27][C:28]2[CH:33]=[CH:32][C:31]([NH:34][C:35](=[O:52])[C@@H:36]([NH:38][C:39](=[O:51])[C@@H:40]([NH:44][C:45]([O:47][CH2:48][CH:49]=[CH2:50])=[O:46])[CH:41]([CH3:43])[CH3:42])[CH3:37])=[CH:30][CH:29]=2)=[O:25])[C:22]2[CH:53]=[C:54]([O:59][Si:60]([CH:67]([CH3:69])[CH3:68])([CH:64]([CH3:66])[CH3:65])[CH:61]([CH3:63])[CH3:62])[C:55]([O:57][CH3:58])=[CH:56][C:21]=2[C:20](=[O:70])[N:19]2[CH:71]=[C:72](/[CH:74]=[CH:75]/[CH3:76])[CH2:73][C@@H:18]12.N1C(C)=CC=CC=1C. The catalyst is C(Cl)Cl. The product is [Si:1]([O:8][C@@H:17]1[N:23]([C:24]([O:26][CH2:27][C:28]2[CH:29]=[CH:30][C:31]([NH:34][C:35](=[O:52])[C@@H:36]([NH:38][C:39](=[O:51])[C@@H:40]([NH:44][C:45]([O:47][CH2:48][CH:49]=[CH2:50])=[O:46])[CH:41]([CH3:42])[CH3:43])[CH3:37])=[CH:32][CH:33]=2)=[O:25])[C:22]2[CH:53]=[C:54]([O:59][Si:60]([CH:61]([CH3:63])[CH3:62])([CH:67]([CH3:69])[CH3:68])[CH:64]([CH3:65])[CH3:66])[C:55]([O:57][CH3:58])=[CH:56][C:21]=2[C:20](=[O:70])[N:19]2[CH:71]=[C:72](/[CH:74]=[CH:75]/[CH3:76])[CH2:73][C@@H:18]12)([C:4]([CH3:7])([CH3:6])[CH3:5])([CH3:3])[CH3:2]. The yield is 0.570. (2) The reactants are [C:1]([O:5][C:6]([N:8]1[CH2:42][CH2:41][CH2:40][C:10]2([CH2:15][N:14]([CH2:16][C:17]3[C:22]([O:23][CH3:24])=[CH:21][C:20]([O:25][CH3:26])=[CH:19][C:18]=3[O:27][CH3:28])[C:13](=[O:29])[C:12]3[CH:30]=[C:31]([C:33]4[CH:38]=[CH:37][N:36]=[C:35](Cl)[CH:34]=4)[NH:32][C:11]2=3)[CH2:9]1)=[O:7])([CH3:4])([CH3:3])[CH3:2].[CH3:43][N:44]1[CH2:49][CH2:48][N:47]([C:50]2[CH:55]=[CH:54][C:53](B3OC(C)(C)C(C)(C)O3)=[CH:52][C:51]=2[NH:65][C:66](=[O:69])[CH:67]=[CH2:68])[CH2:46][CH2:45]1.C([O-])([O-])=O.[Na+].[Na+]. The catalyst is O1CCOCC1.O.C1C=CC([P]([Pd]([P](C2C=CC=CC=2)(C2C=CC=CC=2)C2C=CC=CC=2)([P](C2C=CC=CC=2)(C2C=CC=CC=2)C2C=CC=CC=2)[P](C2C=CC=CC=2)(C2C=CC=CC=2)C2C=CC=CC=2)(C2C=CC=CC=2)C2C=CC=CC=2)=CC=1. The product is [C:66]([NH:65][C:51]1[CH:52]=[C:53]([C:35]2[CH:34]=[C:33]([C:31]3[NH:32][C:11]4[C:10]5([CH2:40][CH2:41][CH2:42][N:8]([C:6]([O:5][C:1]([CH3:2])([CH3:4])[CH3:3])=[O:7])[CH2:9]5)[CH2:15][N:14]([CH2:16][C:17]5[C:22]([O:23][CH3:24])=[CH:21][C:20]([O:25][CH3:26])=[CH:19][C:18]=5[O:27][CH3:28])[C:13](=[O:29])[C:12]=4[CH:30]=3)[CH:38]=[CH:37][N:36]=2)[CH:54]=[CH:55][C:50]=1[N:47]1[CH2:48][CH2:49][N:44]([CH3:43])[CH2:45][CH2:46]1)(=[O:69])[CH:67]=[CH2:68]. The yield is 0.320. (3) The reactants are [CH:1]([O:4][C:5](=O)[CH:6]([O:18]C(C)C)[NH:7][C:8]([O:10][CH2:11][C:12]1[CH:17]=[CH:16][CH:15]=[CH:14][CH:13]=1)=[O:9])([CH3:3])[CH3:2].[NH3:23]. The product is [CH:1]([O:4][CH:5]([C:6]([NH:7][C:8]([O:10][CH2:11][C:12]1[CH:17]=[CH:16][CH:15]=[CH:14][CH:13]=1)=[O:9])=[O:18])[NH2:23])([CH3:3])[CH3:2]. The catalyst is C(O)C. The yield is 0.770. (4) The reactants are [CH3:1][C:2]1[O:6][N:5]=[C:4]([C:7]2[CH:12]=[CH:11][CH:10]=[CH:9][CH:8]=2)[C:3]=1[CH2:13][O:14][C:15]1[CH:23]=[CH:22][C:18]([C:19]([OH:21])=O)=[CH:17][N:16]=1.[CH3:24][C:25]1([CH3:31])[CH2:30][O:29][CH2:28][CH2:27][NH:26]1. No catalyst specified. The product is [CH3:24][C:25]1([CH3:31])[CH2:30][O:29][CH2:28][CH2:27][N:26]1[C:19]([C:18]1[CH:17]=[N:16][C:15]([O:14][CH2:13][C:3]2[C:4]([C:7]3[CH:8]=[CH:9][CH:10]=[CH:11][CH:12]=3)=[N:5][O:6][C:2]=2[CH3:1])=[CH:23][CH:22]=1)=[O:21]. The yield is 0.250. (5) The reactants are [Cl:1][C:2]1[C:10]([Cl:11])=[CH:9][C:5]([C:6]([OH:8])=O)=[C:4]([O:12][C:13]2[CH:18]=[CH:17][C:16]([F:19])=[CH:15][C:14]=2[O:20][CH3:21])[CH:3]=1.[NH2:22][C:23]1[CH:28]=[CH:27][N:26]=[C:25]([C:29]([O:31]C)=[O:30])[CH:24]=1.CN(C(ON1N=NC2C=CC=NC1=2)=[N+](C)C)C.F[P-](F)(F)(F)(F)F. The catalyst is CN(C=O)C.[OH-].[Na+]. The product is [Cl:1][C:2]1[C:10]([Cl:11])=[CH:9][C:5]([C:6]([NH:22][C:23]2[CH:28]=[CH:27][N:26]=[C:25]([C:29]([OH:31])=[O:30])[CH:24]=2)=[O:8])=[C:4]([O:12][C:13]2[CH:18]=[CH:17][C:16]([F:19])=[CH:15][C:14]=2[O:20][CH3:21])[CH:3]=1. The yield is 0.0700. (6) The reactants are [Br:1][C:2]1[CH:7]=[CH:6][C:5]([CH3:8])=[C:4]([F:9])[CH:3]=1.[Li+].CC([N-]C(C)C)C.[C:18](=[O:20])=[O:19].Cl. The catalyst is C1COCC1. The product is [Br:1][C:2]1[C:3]([C:18]([OH:20])=[O:19])=[C:4]([F:9])[C:5]([CH3:8])=[CH:6][CH:7]=1. The yield is 0.490.